Regression. Given a peptide amino acid sequence and an MHC pseudo amino acid sequence, predict their binding affinity value. This is MHC class II binding data. From a dataset of Peptide-MHC class II binding affinity with 134,281 pairs from IEDB. The peptide sequence is YAAALVAMPTLAELA. The MHC is DRB3_0202 with pseudo-sequence DRB3_0202. The binding affinity (normalized) is 0.0246.